Predict the reaction yield, written as a fraction of the theoretical maximum amount of product (1.0 means a 100% yield; for example, 0.34 means a 34% yield). From a dataset of Reaction yield outcomes from USPTO patents with 853,638 reactions. (1) The reactants are [F:1][C:2]1[CH:3]=[CH:4][CH:5]=[C:6]2[C:11]=1[CH2:10][C:9](=O)[CH2:8][CH2:7]2.[N+:13]([C:16]1[CH:21]=[CH:20][CH:19]=[CH:18][C:17]=1[S:22]([N:25]([CH2:35][C:36]1[CH:41]=[CH:40][CH:39]=[CH:38][N:37]=1)[CH2:26][C:27]1[CH:32]=[CH:31][C:30]([CH2:33][NH2:34])=[CH:29][CH:28]=1)(=[O:24])=[O:23])([O-:15])=[O:14].[BH-](OC(C)=O)(OC(C)=O)OC(C)=O.[Na+]. The catalyst is C(Cl)Cl.C(O)(=O)C. The product is [N+:13]([C:16]1[CH:21]=[CH:20][CH:19]=[CH:18][C:17]=1[S:22]([N:25]([CH2:35][C:36]1[CH:41]=[CH:40][CH:39]=[CH:38][N:37]=1)[CH2:26][C:27]1[CH:32]=[CH:31][C:30]([CH2:33][NH:34][CH:9]2[CH2:8][CH2:7][C:6]3[C:11](=[C:2]([F:1])[CH:3]=[CH:4][CH:5]=3)[CH2:10]2)=[CH:29][CH:28]=1)(=[O:23])=[O:24])([O-:15])=[O:14]. The yield is 0.920. (2) The reactants are [N+:1]([C:4]1[CH:5]=[C:6]([CH2:10][C:11]#[N:12])[CH:7]=[CH:8][CH:9]=1)([O-:3])=[O:2].CO[CH:15]([N:18]([CH3:20])[CH3:19])OC.CCCCCC. The catalyst is C1(C)C(C)=CC=CC=1. The product is [CH3:19][N:18]([CH3:20])/[CH:15]=[C:10](/[C:6]1[CH:7]=[CH:8][CH:9]=[C:4]([N+:1]([O-:3])=[O:2])[CH:5]=1)\[C:11]#[N:12]. The yield is 0.880. (3) The reactants are [Br:1][C:2]1[C:3]([F:12])=[C:4]2[C:10]([NH2:11])=[CH:9][NH:8][C:5]2=[N:6][CH:7]=1.[CH3:13][C:14]1[N:15]=[CH:16][C:17]([C:20](O)=[O:21])=[N:18][CH:19]=1.C1N(P(Cl)(N2C(=O)OCC2)=O)C(=O)OC1.C(N(CC)CC)C. The catalyst is C(Cl)Cl. The product is [Br:1][C:2]1[C:3]([F:12])=[C:4]2[C:10]([NH:11][C:20]([C:17]3[CH:16]=[N:15][C:14]([CH3:13])=[CH:19][N:18]=3)=[O:21])=[CH:9][NH:8][C:5]2=[N:6][CH:7]=1. The yield is 0.610.